Predict the product of the given reaction. From a dataset of Forward reaction prediction with 1.9M reactions from USPTO patents (1976-2016). (1) Given the reactants Cl[C:2]1[N:7]=[C:6]([NH:8][CH2:9][CH2:10][CH2:11][OH:12])[C:5]([C:13]2[S:14][CH:15]=[CH:16][CH:17]=2)=[CH:4][N:3]=1.[NH2:18][C:19]1[CH:24]=[CH:23][C:22]([S:25]([CH3:33])(=[N:27][C:28]([O:30][CH2:31][CH3:32])=[O:29])=[O:26])=[CH:21][CH:20]=1, predict the reaction product. The product is: [CH2:31]([O:30][C:28]([N:27]=[S:25]([C:22]1[CH:21]=[CH:20][C:19]([NH:18][C:2]2[N:7]=[C:6]([NH:8][CH2:9][CH2:10][CH2:11][OH:12])[C:5]([C:13]3[S:14][CH:15]=[CH:16][CH:17]=3)=[CH:4][N:3]=2)=[CH:24][CH:23]=1)([CH3:33])=[O:26])=[O:29])[CH3:32]. (2) Given the reactants [CH3:1][NH:2][C:3]1[CH:8]=[CH:7][CH:6]=[CH:5][N:4]=1.[I:9]I.C([O-])(O)=O.[Na+], predict the reaction product. The product is: [I:9][C:6]1[CH:7]=[CH:8][C:3]([NH:2][CH3:1])=[N:4][CH:5]=1. (3) Given the reactants [CH2:1]([S:3][C:4]1[N:23]=[CH:22][CH:21]=[CH:20][C:5]=1[C:6]([NH:8][C:9]1[C:10]([OH:19])=N[CH:12]=[C:13]([C:15]([F:18])([F:17])[F:16])[CH:14]=1)=O)[CH3:2].[CH3:24]OCCOC(/N=N/C(OCCOC)=O)=O.C1(P(C2C=CC=CC=2)C2C=CC=CC=2)C=CC=CC=1.[Cl-].[NH4+], predict the reaction product. The product is: [CH2:1]([S:3][C:4]1[C:5]([C:6]2[O:19][C:10]3[CH:24]=[CH:12][C:13]([C:15]([F:18])([F:17])[F:16])=[CH:14][C:9]=3[N:8]=2)=[CH:20][CH:21]=[CH:22][N:23]=1)[CH3:2]. (4) Given the reactants [NH2:1][C:2]1[CH:3]=[C:4]([CH:8]=[CH:9][C:10]=1[CH3:11])[C:5]([OH:7])=O.[C:12](Cl)(=[O:15])[CH2:13][CH3:14].[F:17][C:18]([F:28])([F:27])[O:19][C:20]1[CH:26]=[CH:25][C:23]([NH2:24])=[CH:22][CH:21]=1, predict the reaction product. The product is: [F:17][C:18]([F:27])([F:28])[O:19][C:20]1[CH:26]=[CH:25][C:23]([NH:24][C:5](=[O:7])[C:4]2[CH:8]=[CH:9][C:10]([CH3:11])=[C:2]([NH:1][C:12](=[O:15])[CH2:13][CH3:14])[CH:3]=2)=[CH:22][CH:21]=1. (5) Given the reactants Br[C:2]1[CH:3]=[CH:4][C:5]([Cl:12])=[C:6]([CH:11]=1)[C:7]([O:9]C)=[O:8].[Cl:13][C:14]1[C:22]([Cl:23])=[C:21]2[C:17]([CH2:18][C:19]([CH:26]3[CH2:30][CH2:29][CH2:28][CH2:27]3)([CH3:25])[C:20]2=[O:24])=[CH:16][C:15]=1[OH:31], predict the reaction product. The product is: [Cl:12][C:5]1[CH:4]=[CH:3][C:2]([C:4]2[CH:3]=[CH:2][CH:11]=[C:6]([CH2:7][O:31][C:15]3[CH:16]=[C:17]4[C:21](=[C:22]([Cl:23])[C:14]=3[Cl:13])[C:20](=[O:24])[C:19]([CH:26]3[CH2:30][CH2:29][CH2:28][CH2:27]3)([CH3:25])[CH2:18]4)[CH:5]=2)=[CH:11][C:6]=1[C:7]([OH:9])=[O:8]. (6) Given the reactants [OH:1][C:2]1[C:3]([CH:20]2[C@H:25]([C:26]([CH3:28])=[CH2:27])[CH2:24][CH2:23][C:22]([CH3:29])=[CH:21]2)=[C:4]([CH:12]=[C:13]([CH2:15][CH2:16][CH2:17][CH2:18][CH3:19])[CH:14]=1)[O:5][CH2:6][C:7]([O:9][CH2:10][CH3:11])=[O:8].C([O-])(O)=[O:31].[Na+], predict the reaction product. The product is: [CH3:29][C:22]1[CH2:23][CH2:24][C@@H:25]([C:26]([CH3:28])=[CH2:27])[CH:20]([C:3]2[C:2](=[O:1])[CH:14]=[C:13]([CH2:15][CH2:16][CH2:17][CH2:18][CH3:19])[C:12](=[O:31])[C:4]=2[O:5][CH2:6][C:7]([O:9][CH2:10][CH3:11])=[O:8])[CH:21]=1. (7) Given the reactants [NH2:1][C:2]1[C:7]2[O:8][CH2:9][CH2:10][N:11]([C:12]([O:14][C:15]([CH3:18])([CH3:17])[CH3:16])=[O:13])[C:6]=2[CH:5]=[CH:4][N:3]=1.Br[CH:20]([CH3:28])[C:21](=O)[C:22]([O:24][CH2:25][CH3:26])=[O:23], predict the reaction product. The product is: [CH3:28][C:20]1[N:3]2[C:2]([C:7]3[O:8][CH2:9][CH2:10][N:11]([C:12]([O:14][C:15]([CH3:18])([CH3:17])[CH3:16])=[O:13])[C:6]=3[CH:5]=[CH:4]2)=[N:1][C:21]=1[C:22]([O:24][CH2:25][CH3:26])=[O:23]. (8) Given the reactants C([Si](C)(C)[C:6]#[C:7][C:8]1[CH:13]=[CH:12][C:11]([CH3:14])=[CH:10][C:9]=1[N+:15]([O-:17])=[O:16])(C)(C)C.[OH-].[Na+], predict the reaction product. The product is: [C:7]([C:8]1[CH:13]=[CH:12][C:11]([CH3:14])=[CH:10][C:9]=1[N+:15]([O-:17])=[O:16])#[CH:6]. (9) Given the reactants Cl[C:2]1[N:10]=[C:9]2[C:5]([N:6]=[C:7]([CH2:12][N:13]3[CH2:18][CH2:17][CH:16]([N:19]([CH3:21])[CH3:20])[CH:15]([F:22])[CH2:14]3)[N:8]2[CH3:11])=[C:4]([N:23]2[CH2:28][CH2:27][O:26][CH2:25][CH2:24]2)[N:3]=1.[CH2:29]([C:31]1[NH:32][C:33]2[CH:39]=[CH:38][CH:37]=[CH:36][C:34]=2[N:35]=1)[CH3:30], predict the reaction product. The product is: [CH2:29]([C:31]1[N:32]([C:2]2[N:10]=[C:9]3[C:5]([N:6]=[C:7]([CH2:12][N:13]4[CH2:18][CH2:17][C@@H:16]([N:19]([CH3:20])[CH3:21])[C@@H:15]([F:22])[CH2:14]4)[N:8]3[CH3:11])=[C:4]([N:23]3[CH2:28][CH2:27][O:26][CH2:25][CH2:24]3)[N:3]=2)[C:33]2[CH:39]=[CH:38][CH:37]=[CH:36][C:34]=2[N:35]=1)[CH3:30].